Task: Predict which catalyst facilitates the given reaction.. Dataset: Catalyst prediction with 721,799 reactions and 888 catalyst types from USPTO (1) Reactant: [C:1]([CH:3]([CH:7]1[C:11]([Cl:12])=[C:10](Cl)C(=O)O1)[C:4]([NH2:6])=[O:5])#[N:2].Cl.[Cl:16][C:17]1[CH:18]=[C:19]2[C:24](=[CH:25][CH:26]=1)[S:23](=[O:28])(=[O:27])[CH2:22][CH2:21][CH:20]2[NH2:29].C(=O)([O-])[O-].[K+].[K+]. Product: [ClH:12].[Cl:12][C:11]1[CH:7]=[C:3]([C:4]([NH2:6])=[O:5])[C:1](=[NH:2])[N:29]([CH:20]2[C:19]3[C:24](=[CH:25][CH:26]=[C:17]([Cl:16])[CH:18]=3)[S:23](=[O:28])(=[O:27])[CH2:22][CH2:21]2)[CH:10]=1. The catalyst class is: 8. (2) Reactant: FC(F)(F)C(O)=O.[CH3:8][S:9]([C:12]1[CH:33]=[CH:32][C:15]([O:16][C:17]2[N:22]=[CH:21][N:20]=[C:19]3[N:23]([CH:26]4[CH2:31][CH2:30][NH:29][CH2:28][CH2:27]4)[N:24]=[CH:25][C:18]=23)=[CH:14][CH:13]=1)(=[O:11])=[O:10].[CH:34](=O)[C:35]1[CH:40]=[CH:39][C:38]([O:41][CH3:42])=[CH:37][CH:36]=1.C(N(CC)CC)C.C(O[BH-](OC(=O)C)OC(=O)C)(=O)C.[Na+]. Product: [CH3:8][S:9]([C:12]1[CH:13]=[CH:14][C:15]([O:16][C:17]2[N:22]=[CH:21][N:20]=[C:19]3[N:23]([CH:26]4[CH2:27][CH2:28][N:29]([CH2:34][C:35]5[CH:40]=[CH:39][C:38]([O:41][CH3:42])=[CH:37][CH:36]=5)[CH2:30][CH2:31]4)[N:24]=[CH:25][C:18]=23)=[CH:32][CH:33]=1)(=[O:11])=[O:10]. The catalyst class is: 26. (3) Reactant: C(O)(C(F)(F)F)=O.[NH2:8][C:9]1[C:10]([C:14]2[N:15]([CH2:39][CH3:40])[C:16]3[CH:21]=[C:20]([O:22]CC4C=CC(OC)=CC=4)[N:19]=[C:18]([C:32]#[C:33][C:34]([CH3:37])([OH:36])[CH3:35])[C:17]=3[N:38]=2)=[N:11][O:12][N:13]=1. Product: [NH2:8][C:9]1[C:10]([C:14]2[N:15]([CH2:39][CH3:40])[C:16]3[C:17]([N:38]=2)=[C:18]([C:32]#[C:33][C:34]([OH:36])([CH3:37])[CH3:35])[NH:19][C:20](=[O:22])[CH:21]=3)=[N:11][O:12][N:13]=1. The catalyst class is: 2. (4) Reactant: [Li]CCCC.[CH2:6]([Sn:10]([CH2:16][CH2:17][CH2:18][CH3:19])([CH2:12][CH2:13][CH2:14][CH3:15])Cl)[CH2:7][CH2:8][CH3:9].Br[C:21]1[S:25][C:24]([C:26]([F:29])([F:28])[F:27])=[N:23][CH:22]=1. Product: [CH2:6]([Sn:10]([CH2:16][CH2:17][CH2:18][CH3:19])([CH2:12][CH2:13][CH2:14][CH3:15])[C:21]1[S:25][C:24]([C:26]([F:29])([F:28])[F:27])=[N:23][CH:22]=1)[CH2:7][CH2:8][CH3:9]. The catalyst class is: 1. (5) The catalyst class is: 16. Product: [CH3:1][O:2][C:3]1[CH:31]=[CH:30][CH:29]=[CH:28][C:4]=1[O:5][C:6]1[CH:27]=[CH:26][C:9]([NH:10][C:11]2[C:20]3[C:15](=[CH:16][C:17]([O:23][CH2:35][CH2:34][CH2:33][Cl:32])=[C:18]([O:21][CH3:22])[CH:19]=3)[N:14]=[CH:13][C:12]=2[C:24]#[N:25])=[CH:8][CH:7]=1. Reactant: [CH3:1][O:2][C:3]1[CH:31]=[CH:30][CH:29]=[CH:28][C:4]=1[O:5][C:6]1[CH:27]=[CH:26][C:9]([NH:10][C:11]2[C:20]3[C:15](=[CH:16][C:17]([OH:23])=[C:18]([O:21][CH3:22])[CH:19]=3)[N:14]=[CH:13][C:12]=2[C:24]#[N:25])=[CH:8][CH:7]=1.[Cl:32][CH2:33][CH2:34][CH2:35]Br.[O-]CCCC.[K+].O. (6) Reactant: [Cl:1][C:2]1[CH:18]=[CH:17][C:16]([C:19]2[CH2:20][CH2:21][N:22]([C@H:25]3[CH2:30][CH2:29][CH2:28][NH:27][CH2:26]3)[CH2:23][CH:24]=2)=[CH:15][C:3]=1[NH:4][C@@H:5]([C:7]1[CH:12]=[CH:11][C:10]([Cl:13])=[CH:9][C:8]=1[Cl:14])[CH3:6].Cl. The catalyst class is: 865. Product: [N:22]1([C@H:25]2[CH2:30][CH2:29][CH2:28][NH:27][CH2:26]2)[CH2:21][CH2:20][CH:19]([C:16]2[CH:17]=[CH:18][C:2]([Cl:1])=[C:3]([CH:15]=2)[NH:4][C@@H:5]([C:7]2[CH:12]=[CH:11][C:10]([Cl:13])=[CH:9][C:8]=2[Cl:14])[CH3:6])[CH2:24][CH2:23]1. (7) Reactant: [C:1]([NH:5][S:6]([C:9]1[CH:13]=[CH:12][NH:11][CH:10]=1)(=[O:8])=[O:7])([CH3:4])([CH3:3])[CH3:2].Br[CH2:15][CH:16]1[CH2:21][CH2:20][CH2:19][CH2:18][CH2:17]1.C([O-])([O-])=O.[K+].[K+]. Product: [C:1]([NH:5][S:6]([C:9]1[CH:13]=[CH:12][N:11]([CH2:15][CH:16]2[CH2:21][CH2:20][CH2:19][CH2:18][CH2:17]2)[CH:10]=1)(=[O:8])=[O:7])([CH3:4])([CH3:2])[CH3:3]. The catalyst class is: 3.